This data is from Full USPTO retrosynthesis dataset with 1.9M reactions from patents (1976-2016). The task is: Predict the reactants needed to synthesize the given product. (1) Given the product [C:18]([NH:26][C:27]1[CH:39]=[C:38]([C:7]2[CH:6]=[CH:5][CH:4]=[C:3]([CH2:2][OH:1])[CH:8]=2)[CH:37]=[CH:36][C:28]=1[C:29]([O:31][C:32]([CH3:35])([CH3:34])[CH3:33])=[O:30])(=[O:25])[C:19]1[CH:24]=[CH:23][CH:22]=[CH:21][CH:20]=1, predict the reactants needed to synthesize it. The reactants are: [OH:1][CH2:2][C:3]1[CH:4]=[C:5](B(O)O)[CH:6]=[CH:7][CH:8]=1.C(=O)([O-])[O-].[Na+].[Na+].[C:18]([NH:26][C:27]1[CH:39]=[C:38](Br)[CH:37]=[CH:36][C:28]=1[C:29]([O:31][C:32]([CH3:35])([CH3:34])[CH3:33])=[O:30])(=[O:25])[C:19]1[CH:24]=[CH:23][CH:22]=[CH:21][CH:20]=1. (2) Given the product [Br:1][C:2]1[C:3]([O:18][C:19]2[CH:20]=[CH:21][C:22]([C:25]([OH:27])=[O:26])=[CH:23][CH:24]=2)=[C:4]([Cl:17])[CH:5]=[C:6]2[C:11]=1[O:10][CH2:9][CH2:8][CH:7]2[C:12]([O:14][CH2:15][CH3:16])=[O:13], predict the reactants needed to synthesize it. The reactants are: [Br:1][C:2]1[C:3]([O:18][C:19]2[CH:24]=[CH:23][C:22]([C:25]([O:27]C(C)(C)C)=[O:26])=[CH:21][CH:20]=2)=[C:4]([Cl:17])[CH:5]=[C:6]2[C:11]=1[O:10][CH2:9][CH2:8][CH:7]2[C:12]([O:14][CH2:15][CH3:16])=[O:13].FC(F)(F)C(O)=O. (3) Given the product [CH3:46][S:42]([C:4]1[N:9]=[C:8]([C:10]2[C:11]([O:16][C:17]3[CH:18]=[CH:19][C:20]([NH:23][C:24]4[C:33]5[C:28](=[CH:29][CH:30]=[CH:31][CH:32]=5)[C:27]([C:34]5[CH:39]=[CH:38][CH:37]=[CH:36][CH:35]=5)=[N:26][N:25]=4)=[CH:21][CH:22]=3)=[N:12][CH:13]=[CH:14][CH:15]=2)[CH:7]=[CH:6][N:5]=1)(=[O:44])=[O:41], predict the reactants needed to synthesize it. The reactants are: Cl.CS[C:4]1[N:9]=[C:8]([C:10]2[C:11]([O:16][C:17]3[CH:22]=[CH:21][C:20]([NH:23][C:24]4[C:33]5[C:28](=[CH:29][CH:30]=[CH:31][CH:32]=5)[C:27]([C:34]5[CH:39]=[CH:38][CH:37]=[CH:36][CH:35]=5)=[N:26][N:25]=4)=[CH:19][CH:18]=3)=[N:12][CH:13]=[CH:14][CH:15]=2)[CH:7]=[CH:6][N:5]=1.O[O:41][S:42]([O-:44])=O.[K+].[C:46]([O-])(O)=O.[Na+].